Dataset: Full USPTO retrosynthesis dataset with 1.9M reactions from patents (1976-2016). Task: Predict the reactants needed to synthesize the given product. (1) The reactants are: [Cl:1][C:2]1[N:7]=[C:6]([C:8](=O)[CH3:9])[C:5]([OH:11])=[CH:4][CH:3]=1.Br[CH2:13][C:14]([CH:16]1[CH2:21][CH2:20][CH2:19][CH2:18][CH2:17]1)=[O:15].C(=O)([O-])[O-].[K+].[K+].[Cl-].[NH4+]. Given the product [Cl:1][C:2]1[N:7]=[C:6]2[C:8]([CH3:9])=[C:13]([C:14]([CH:16]3[CH2:21][CH2:20][CH2:19][CH2:18][CH2:17]3)=[O:15])[O:11][C:5]2=[CH:4][CH:3]=1, predict the reactants needed to synthesize it. (2) Given the product [I:14][C:7]1[C:3]([C:2]([F:1])([F:12])[F:13])=[N:4][NH:5][C:6]=1[NH:8][C:9](=[O:11])[CH3:10], predict the reactants needed to synthesize it. The reactants are: [F:1][C:2]([F:13])([F:12])[C:3]1[CH:7]=[C:6]([NH:8][C:9](=[O:11])[CH3:10])[NH:5][N:4]=1.[I:14](O)(=O)=O.II.